Dataset: Full USPTO retrosynthesis dataset with 1.9M reactions from patents (1976-2016). Task: Predict the reactants needed to synthesize the given product. (1) Given the product [F:19][C:20]([F:31])([F:30])[C@H:21]1[CH2:26][CH2:25][C@H:24]([C:27]([N:32]2[CH2:33][CH2:5][CH2:4][CH:3]2[CH2:6][O:7][C:8]2[C:9]([C:14]([O:16][CH2:17][CH3:18])=[O:15])=[N:10][CH:11]=[CH:12][CH:13]=2)=[O:28])[CH2:23][CH2:22]1, predict the reactants needed to synthesize it. The reactants are: N1[CH2:5][CH2:4][CH:3]([CH2:6][O:7][C:8]2[C:9]([C:14]([O:16][CH2:17][CH3:18])=[O:15])=[N:10][CH:11]=[CH:12][CH:13]=2)C1.[F:19][C:20]([F:31])([F:30])[C@H:21]1[CH2:26][CH2:25][C@H:24]([C:27](O)=[O:28])[CH2:23][CH2:22]1.[NH:32]1C2C(=CC=CC=2)C=[C:33]1C(O)=O. (2) Given the product [ClH:41].[C:1]1([C:35]2[CH:40]=[CH:39][CH:38]=[CH:37][CH:36]=2)[CH:2]=[C:3]([CH2:21][NH:22][CH2:23][CH2:24][CH2:25][NH:26][CH2:27][CH2:28][CH2:29][NH:30][CH2:31][CH2:32][CH2:33][CH3:34])[CH:4]=[C:5]([CH2:7][NH:8][CH2:9][CH2:10][CH2:11][NH:12][CH2:13][CH2:14][CH2:15][NH:16][CH2:17][CH2:18][CH2:19][CH3:20])[CH:6]=1, predict the reactants needed to synthesize it. The reactants are: [C:1]1([C:35]2[CH:40]=[CH:39][CH:38]=[CH:37][CH:36]=2)[CH:6]=[C:5]([CH2:7][NH:8][CH2:9][CH2:10][CH2:11][NH:12][CH2:13][CH2:14][CH2:15][NH:16][CH2:17][CH2:18][CH2:19][CH3:20])[CH:4]=[C:3]([CH2:21][NH:22][CH2:23][CH2:24][CH2:25][NH:26][CH2:27][CH2:28][CH2:29][NH:30][CH2:31][CH2:32][CH2:33][CH3:34])[CH:2]=1.[ClH:41]. (3) Given the product [OH:6][CH2:5][CH:4]([CH3:7])[CH2:3][NH:2][C:15](=[O:16])[O:17][C:18]([CH3:21])([CH3:20])[CH3:19], predict the reactants needed to synthesize it. The reactants are: Cl.[NH2:2][CH2:3][CH:4]([CH3:7])[CH2:5][OH:6].C(N(CC)CC)C.[C:15](O[C:15]([O:17][C:18]([CH3:21])([CH3:20])[CH3:19])=[O:16])([O:17][C:18]([CH3:21])([CH3:20])[CH3:19])=[O:16].[NH4+].[Cl-]. (4) Given the product [F:2][C:3]1[CH:21]=[CH:20][CH:19]=[CH:18][C:4]=1[CH2:5][N:6]1[C:14]2[C:9](=[CH:10][CH:11]=[CH:12][CH:13]=2)[C:8]([C:15]2[N:16]=[C:24]([O-:23])[C:25]([C:26]([O:28][CH3:29])=[O:27])=[CH:30][N:17]=2)=[N:7]1.[Na+:36], predict the reactants needed to synthesize it. The reactants are: Cl.[F:2][C:3]1[CH:21]=[CH:20][CH:19]=[CH:18][C:4]=1[CH2:5][N:6]1[C:14]2[C:9](=[CH:10][CH:11]=[CH:12][CH:13]=2)[C:8]([C:15](=[NH:17])[NH2:16])=[N:7]1.C[O:23][CH:24]=[C:25]([C:30](OC)=O)[C:26]([O:28][CH3:29])=[O:27].C[O-].[Na+:36]. (5) Given the product [F:15][C:16]1[CH:17]=[CH:18][C:19]([CH2:20][NH:21][C:22](=[O:23])[C:24]2[CH:29]=[CH:28][C:27]([S:30]([N:8]3[C:9]4[C:14](=[CH:13][CH:12]=[CH:11][CH:10]=4)[C:6]([CH2:3][CH2:4][CH3:5])=[CH:7]3)(=[O:31])=[O:32])=[CH:26][CH:25]=2)=[CH:34][CH:35]=1, predict the reactants needed to synthesize it. The reactants are: [H-].[Na+].[CH2:3]([C:6]1[C:14]2[C:9](=[CH:10][CH:11]=[CH:12][CH:13]=2)[NH:8][CH:7]=1)[CH2:4][CH3:5].[F:15][C:16]1[CH:35]=[CH:34][C:19]([CH2:20][NH:21][C:22]([C:24]2[CH:29]=[CH:28][C:27]([S:30](Cl)(=[O:32])=[O:31])=[CH:26][CH:25]=2)=[O:23])=[CH:18][CH:17]=1.C([O-])(O)=O.[Na+]. (6) Given the product [Cl:18][C:15]1[CH:14]=[CH:13][C:12]([CH2:11][N:10]2[C:9]3[C:8](=[O:19])[N:7]([CH2:20][CH2:21][CH2:22][OH:23])[C:6](=[O:30])[N:5]([CH3:31])[C:4]=3[N:3]=[C:2]2[C:37]2[CH:38]=[CH:39][CH:40]=[C:35]([O:34][C:33]([F:32])([F:44])[F:45])[CH:36]=2)=[CH:17][CH:16]=1, predict the reactants needed to synthesize it. The reactants are: Br[C:2]1[N:10]([CH2:11][C:12]2[CH:17]=[CH:16][C:15]([Cl:18])=[CH:14][CH:13]=2)[C:9]2[C:8](=[O:19])[N:7]([CH2:20][CH2:21][CH2:22][O:23]C3CCCCO3)[C:6](=[O:30])[N:5]([CH3:31])[C:4]=2[N:3]=1.[F:32][C:33]([F:45])([F:44])[O:34][C:35]1[CH:36]=[C:37](B(O)O)[CH:38]=[CH:39][CH:40]=1.C(=O)([O-])[O-].[Na+].[Na+].